Predict the reaction yield, written as a fraction of the theoretical maximum amount of product (1.0 means a 100% yield; for example, 0.34 means a 34% yield). From a dataset of Reaction yield outcomes from USPTO patents with 853,638 reactions. (1) The reactants are Br.Br[CH:3]([C:13]1[CH:18]=[CH:17][N:16]=[C:15]([F:19])[CH:14]=1)[C:4]([C:6]1[CH:11]=[CH:10][CH:9]=[C:8]([CH3:12])[CH:7]=1)=O.[NH2:20][C:21]([NH2:23])=[S:22].C(N(CC)CC)C.C(=O)([O-])O.[Na+]. The catalyst is C(#N)C. The product is [F:19][C:15]1[CH:14]=[C:13]([C:3]2[S:22][C:21]([NH2:23])=[N:20][C:4]=2[C:6]2[CH:11]=[CH:10][CH:9]=[C:8]([CH3:12])[CH:7]=2)[CH:18]=[CH:17][N:16]=1. The yield is 0.350. (2) The yield is 0.800. The product is [Cl:21][CH2:17][C:3]1[C:4]([C:7]2[CH:12]=[CH:11][C:10]([C:13]([F:16])([F:15])[F:14])=[CH:9][CH:8]=2)=[N:5][O:6][C:2]=1[CH3:1]. No catalyst specified. The reactants are [CH3:1][C:2]1[O:6][N:5]=[C:4]([C:7]2[CH:12]=[CH:11][C:10]([C:13]([F:16])([F:15])[F:14])=[CH:9][CH:8]=2)[C:3]=1[CH2:17]O.S(Cl)([Cl:21])=O. (3) The yield is 0.750. The product is [Br:1][C:2]1[CH:7]=[CH:6][C:5]([S:8]([N:15]([CH3:16])[CH3:14])(=[O:10])=[O:9])=[C:4]([F:12])[CH:3]=1. The catalyst is ClCCl. The reactants are [Br:1][C:2]1[CH:7]=[CH:6][C:5]([S:8](Cl)(=[O:10])=[O:9])=[C:4]([F:12])[CH:3]=1.C[CH2:14][N:15](CC)[CH2:16]C.CNC.C1COCC1. (4) The reactants are Br[C:2]1[N:7]2[CH:8]=[C:9]([CH2:11][N:12]([CH3:23])[CH:13]3[C:22]4[N:21]=[CH:20][CH:19]=[CH:18][C:17]=4[CH2:16][CH2:15][CH2:14]3)[N:10]=[C:6]2[CH:5]=[CH:4][CH:3]=1.C(=O)([O-])[O-].[K+].[K+].[CH3:30][N:31]([CH2:33][C:34]1[CH:39]=[CH:38][C:37](B2OC(C)(C)C(C)(C)O2)=[CH:36][CH:35]=1)[CH3:32]. The catalyst is COCCOC.O.[Pd].C1(P(C2C=CC=CC=2)C2C=CC=CC=2)C=CC=CC=1.C1(P(C2C=CC=CC=2)C2C=CC=CC=2)C=CC=CC=1.C1(P(C2C=CC=CC=2)C2C=CC=CC=2)C=CC=CC=1.C1(P(C2C=CC=CC=2)C2C=CC=CC=2)C=CC=CC=1. The product is [CH3:30][N:31]([CH2:33][C:34]1[CH:39]=[CH:38][C:37]([C:2]2[N:7]3[CH:8]=[C:9]([CH2:11][N:12]([CH3:23])[CH:13]4[C:22]5[N:21]=[CH:20][CH:19]=[CH:18][C:17]=5[CH2:16][CH2:15][CH2:14]4)[N:10]=[C:6]3[CH:5]=[CH:4][CH:3]=2)=[CH:36][CH:35]=1)[CH3:32]. The yield is 0.350. (5) The reactants are [C:1](OO)(=O)[CH3:2].[C:6]([O:14][CH:15]([C:24]1[CH:29]=[CH:28][CH:27]=[CH:26][CH:25]=1)C(=O)C1C=CC=CC=1)(=[O:13])[C:7]1[CH:12]=[CH:11][CH:10]=[CH:9][CH:8]=1.[C:30]([O-:33])([O-])=[O:31].[Na+].[Na+]. The catalyst is ClCCl. The product is [C:30]([O:33][CH:15]([O:14][C:6](=[O:13])[C:7]1[CH:8]=[CH:9][CH:10]=[CH:11][CH:12]=1)[C:24]1[CH:25]=[CH:26][CH:27]=[CH:28][CH:29]=1)(=[O:31])[C:2]1[CH:1]=[CH:9][CH:8]=[CH:7][CH:6]=1. The yield is 0.790. (6) The reactants are [CH:1]1([C:4](Cl)=[O:5])[CH2:3][CH2:2]1.Cl.[NH2:8][CH2:9][C:10]1[CH:15]=[CH:14][C:13]([C:16]([N:18]2[CH2:27][C:26]3[CH:25]=[N:24][N:23]([CH3:28])[C:22]=3[NH:21][C:20]3[CH:29]=[C:30]([Cl:33])[CH:31]=[CH:32][C:19]2=3)=[O:17])=[CH:12][C:11]=1[F:34].C1C(N=NC2C(=O)N(C3C=CC(S([O-])(=O)=O)=CC=3)N=C2C([O-])=O)=CC=C(S([O-])(=O)=O)C=1.[Na+].[Na+].[Na+].CCN(C(C)C)C(C)C. The catalyst is ClCCl. The product is [Cl:33][C:30]1[CH:31]=[CH:32][C:19]2[N:18]([C:16]([C:13]3[CH:14]=[CH:15][C:10]([CH2:9][NH:8][C:4]([CH:1]4[CH2:3][CH2:2]4)=[O:5])=[C:11]([F:34])[CH:12]=3)=[O:17])[CH2:27][C:26]3[CH:25]=[N:24][N:23]([CH3:28])[C:22]=3[NH:21][C:20]=2[CH:29]=1. The yield is 0.590. (7) The reactants are [C@@H:1]1([NH:10][C:11]2[C:12]3[CH:19]=[CH:18][N:17]([C@@H:20]4[CH2:24][C@@H:23]([CH2:25][OH:26])[CH:22]=[CH:21]4)[C:13]=3[N:14]=[CH:15][N:16]=2)[C:9]2[C:4](=[CH:5][CH:6]=[CH:7][CH:8]=2)[CH2:3][CH2:2]1.N1C=CC=CC=1.Cl[S:34]([NH2:37])(=[O:36])=[O:35]. The catalyst is C(C#N)(C)=O. The product is [S:34](=[O:36])(=[O:35])([O:26][CH2:25][C@@H:23]1[CH2:24][C@@H:20]([N:17]2[C:13]3[N:14]=[CH:15][N:16]=[C:11]([NH:10][C@@H:1]4[C:9]5[C:4](=[CH:5][CH:6]=[CH:7][CH:8]=5)[CH2:3][CH2:2]4)[C:12]=3[CH:19]=[CH:18]2)[CH:21]=[CH:22]1)[NH2:37]. The yield is 0.660.